From a dataset of Ames mutagenicity test results for genotoxicity prediction. Regression/Classification. Given a drug SMILES string, predict its toxicity properties. Task type varies by dataset: regression for continuous values (e.g., LD50, hERG inhibition percentage) or binary classification for toxic/non-toxic outcomes (e.g., AMES mutagenicity, cardiotoxicity, hepatotoxicity). Dataset: ames. (1) The compound is CC(=O)OCc1c2ccccc2cc2c1ccc1ccccc12. The result is 1 (mutagenic). (2) The molecule is Nc1cccc2nc3ccccc3nc12. The result is 1 (mutagenic).